Dataset: Reaction yield outcomes from USPTO patents with 853,638 reactions. Task: Predict the reaction yield, written as a fraction of the theoretical maximum amount of product (1.0 means a 100% yield; for example, 0.34 means a 34% yield). The reactants are [NH2:1][C:2]1[CH:22]=[CH:21][C:5]([O:6][C:7]2[C:16]3[C:11](=[CH:12][C:13]([O:19][CH3:20])=[C:14]([C:17]#[N:18])[CH:15]=3)[N:10]=[CH:9][CH:8]=2)=[CH:4][CH:3]=1.[F:23][C:24]1[CH:29]=[C:28]([F:30])[CH:27]=[CH:26][C:25]=1[N:31]=[C:32]=[O:33]. The catalyst is C1(C)C=CC=CC=1. The product is [C:17]([C:14]1[CH:15]=[C:16]2[C:11](=[CH:12][C:13]=1[O:19][CH3:20])[N:10]=[CH:9][CH:8]=[C:7]2[O:6][C:5]1[CH:21]=[CH:22][C:2]([NH:1][C:32]([NH:31][C:25]2[CH:26]=[CH:27][C:28]([F:30])=[CH:29][C:24]=2[F:23])=[O:33])=[CH:3][CH:4]=1)#[N:18]. The yield is 0.700.